From a dataset of Peptide-MHC class I binding affinity with 185,985 pairs from IEDB/IMGT. Regression. Given a peptide amino acid sequence and an MHC pseudo amino acid sequence, predict their binding affinity value. This is MHC class I binding data. The peptide sequence is KLMIYGLPWM. The MHC is HLA-A02:01 with pseudo-sequence HLA-A02:01. The binding affinity (normalized) is 0.776.